This data is from Catalyst prediction with 721,799 reactions and 888 catalyst types from USPTO. The task is: Predict which catalyst facilitates the given reaction. (1) Reactant: [N+:1]([O-:4])(O)=[O:2].[C:5]([N:8]1[CH2:12][CH2:11][CH2:10][CH:9]1[C:13]1[CH:18]=[CH:17][C:16]([NH:19][C:20]([C:22]2[CH:27]=[N:26][CH:25]=[CH:24][N:23]=2)=[O:21])=[CH:15][C:14]=1[F:28])(=[O:7])[CH3:6].C(=O)(O)[O-].[Na+]. Product: [C:5]([N:8]1[CH2:12][CH2:11][CH2:10][CH:9]1[C:13]1[C:14]([F:28])=[CH:15][C:16]([NH:19][C:20]([C:22]2[CH:27]=[N:26][CH:25]=[CH:24][N:23]=2)=[O:21])=[C:17]([N+:1]([O-:4])=[O:2])[CH:18]=1)(=[O:7])[CH3:6]. The catalyst class is: 6. (2) Reactant: [CH3:1][C:2]([NH:5][CH2:6][C@H:7]([OH:17])[C:8]1[CH:9]=[CH:10][C:11]([OH:16])=[C:12]([CH2:14][OH:15])[CH:13]=1)([CH3:4])[CH3:3].[ClH:18].C(OC(=O)C)C. The catalyst class is: 5. Product: [CH3:4][C:2]([NH:5][CH2:6][CH:7]([OH:17])[C:8]1[CH:9]=[CH:10][C:11]([OH:16])=[C:12]([CH2:14][OH:15])[CH:13]=1)([CH3:1])[CH3:3].[CH3:4][C:2]([NH:5][CH2:6][C@H:7]([OH:17])[C:8]1[CH:9]=[CH:10][C:11]([OH:16])=[C:12]([CH2:14][OH:15])[CH:13]=1)([CH3:1])[CH3:3].[ClH:18]. (3) Reactant: [CH3:1][N:2]([CH:4]=[N:5][C:6]1[C:7]2[N:8]=[CH:9][N:10]([C:41]=2[N:42]=[CH:43][N:44]=1)[C@@H:11]1[O:40][C@H:37]([CH2:38][OH:39])[C@@H:35]([OH:36])[C@H:12]1[O:13][CH2:14][CH2:15][CH2:16][N:17]([C:28]([O:30][C:31]([CH3:34])([CH3:33])[CH3:32])=[O:29])[C:18]([NH2:27])=[N:19][C:20]([O:22][C:23]([CH3:26])([CH3:25])[CH3:24])=[O:21])[CH3:3].[CH3:45][O:46][C:47]1[CH:68]=[CH:67][C:50]([C:51](Cl)([C:60]2[CH:65]=[CH:64][CH:63]=[CH:62][CH:61]=2)[C:52]2[CH:57]=[CH:56][C:55]([O:58][CH3:59])=[CH:54][CH:53]=2)=[CH:49][CH:48]=1. Product: [CH3:1][N:2]([CH:4]=[N:5][C:6]1[C:7]2[N:8]=[CH:9][N:10]([C:41]=2[N:42]=[CH:43][N:44]=1)[C@@H:11]1[O:40][C@H:37]([CH2:38][O:39][C:51]([C:60]2[CH:65]=[CH:64][CH:63]=[CH:62][CH:61]=2)([C:52]2[CH:57]=[CH:56][C:55]([O:58][CH3:59])=[CH:54][CH:53]=2)[C:50]2[CH:49]=[CH:48][C:47]([O:46][CH3:45])=[CH:68][CH:67]=2)[C@@H:35]([OH:36])[C@H:12]1[O:13][CH2:14][CH2:15][CH2:16][N:17]([C:28]([O:30][C:31]([CH3:34])([CH3:33])[CH3:32])=[O:29])[C:18]([NH2:27])=[N:19][C:20]([O:22][C:23]([CH3:24])([CH3:25])[CH3:26])=[O:21])[CH3:3]. The catalyst class is: 529. (4) Reactant: [NH2:1][CH2:2][CH2:3][CH2:4][N:5]1[CH2:9][CH2:8][CH2:7][C:6]1=[O:10].C([N:19]=[C:20]=[S:21])(=O)C1C=CC=CC=1. Product: [O:10]=[C:6]1[CH2:7][CH2:8][CH2:9][N:5]1[CH2:4][CH2:3][CH2:2][NH:1][C:20]([NH2:19])=[S:21]. The catalyst class is: 22. (5) Reactant: [CH:1]1([N:5]2[CH2:10][CH2:9][N:8]([C:11](=[O:24])[CH2:12][N:13]3[CH2:22][CH2:21][C:20]4[C:15](=[CH:16][CH:17]=[C:18]([OH:23])[CH:19]=4)[CH2:14]3)[CH2:7][CH2:6]2)[CH2:4][CH2:3][CH2:2]1.Br[CH:26]1[CH2:30][CH2:29][CH2:28][CH2:27]1.C([O-])([O-])=O.[K+].[K+].O. Product: [CH:1]1([N:5]2[CH2:6][CH2:7][N:8]([C:11](=[O:24])[CH2:12][N:13]3[CH2:22][CH2:21][C:20]4[C:15](=[CH:16][CH:17]=[C:18]([O:23][CH:26]5[CH2:30][CH2:29][CH2:28][CH2:27]5)[CH:19]=4)[CH2:14]3)[CH2:9][CH2:10]2)[CH2:4][CH2:3][CH2:2]1. The catalyst class is: 3. (6) Reactant: Br[C:2]1[C:3]([OH:15])=[C:4]([C:12]([OH:14])=[O:13])[C:5]2[N:6]=[CH:7][CH:8]=[N:9][C:10]=2[CH:11]=1.C([Sn](CCCC)(CCCC)[C:21]1[CH:26]=[CH:25][CH:24]=[CH:23][N:22]=1)CCC. Product: [OH:15][C:3]1[C:2]([C:21]2[CH:26]=[CH:25][CH:24]=[CH:23][N:22]=2)=[CH:11][C:10]2[N:9]=[CH:8][CH:7]=[N:6][C:5]=2[C:4]=1[C:12]([OH:14])=[O:13]. The catalyst class is: 660. (7) Reactant: [CH2:1]([O:5][CH2:6][CH2:7][O:8][C:9]1[CH:14]=[CH:13][C:12]([C:15]2[CH:20]=[CH:19][C:18]([N:21]3[CH2:25][CH2:24][CH:23]([CH2:26][C:27]([O:29][CH2:30][CH3:31])=[O:28])[CH2:22]3)=[C:17](/[CH:32]=[C:33](\[CH3:41])/[C:34]([O:36]C(C)(C)C)=[O:35])[CH:16]=2)=[CH:11][CH:10]=1)[CH2:2][CH2:3][CH3:4].Cl.C(OCC)(=O)C.O. Product: [CH2:1]([O:5][CH2:6][CH2:7][O:8][C:9]1[CH:10]=[CH:11][C:12]([C:15]2[CH:20]=[CH:19][C:18]([N:21]3[CH2:25][CH2:24][CH:23]([CH2:26][C:27]([O:29][CH2:30][CH3:31])=[O:28])[CH2:22]3)=[C:17](/[CH:32]=[C:33](\[CH3:41])/[C:34]([OH:36])=[O:35])[CH:16]=2)=[CH:13][CH:14]=1)[CH2:2][CH2:3][CH3:4]. The catalyst class is: 13. (8) Reactant: [Cl:1][C:2]1[CH:3]=[C:4]([NH:12][C:13]([C:15]2[CH:19]=[C:18]([C:20]3[CH:25]=[CH:24][C:23]([O:26][CH2:27][C@H:28]4[CH2:32][O:31]C(C)(C)[O:29]4)=[CH:22][CH:21]=3)[O:17][N:16]=2)=[O:14])[CH:5]=[CH:6][C:7]=1[O:8][CH:9]([CH3:11])[CH3:10].O.C1(C)C=CC(S(O)(=O)=O)=CC=1. Product: [Cl:1][C:2]1[CH:3]=[C:4]([NH:12][C:13]([C:15]2[CH:19]=[C:18]([C:20]3[CH:25]=[CH:24][C:23]([O:26][CH2:27][C@H:28]([OH:29])[CH2:32][OH:31])=[CH:22][CH:21]=3)[O:17][N:16]=2)=[O:14])[CH:5]=[CH:6][C:7]=1[O:8][CH:9]([CH3:10])[CH3:11]. The catalyst class is: 5.